This data is from Forward reaction prediction with 1.9M reactions from USPTO patents (1976-2016). The task is: Predict the product of the given reaction. (1) Given the reactants [CH3:1][NH:2][S:3]([C:6]1[CH:7]=[C:8]([O:12][C:13]2[CH:18]=[CH:17][CH:16]=[CH:15][CH:14]=2)[CH:9]=[CH:10][CH:11]=1)(=[O:5])=[O:4].[N:19]([O-:21])=[O:20].[Na+], predict the reaction product. The product is: [CH3:1][NH:2][S:3]([C:6]1[CH:7]=[C:8]([O:12][C:13]2[CH:18]=[CH:17][C:16]([N+:19]([O-:21])=[O:20])=[CH:15][CH:14]=2)[CH:9]=[CH:10][CH:11]=1)(=[O:4])=[O:5]. (2) Given the reactants [NH2:1][C:2]1[CH:3]=[C:4]([CH:8]2[C:17]([CH3:19])([CH3:18])[CH2:16][C:15]3[C:10](=[CH:11][CH:12]=[C:13]([C:20]([O-:22])=[O:21])[CH:14]=3)[NH:9]2)[CH:5]=[CH:6][CH:7]=1.[CH:23](N(CC)C(C)C)(C)C.[C:32]1([CH2:38][C:39](Cl)=[O:40])[CH:37]=[CH:36][CH:35]=[CH:34][CH:33]=1.C(OCC)(=O)C, predict the reaction product. The product is: [CH3:23][O:21][C:20]([C:13]1[CH:14]=[C:15]2[C:10](=[CH:11][CH:12]=1)[NH:9][CH:8]([C:4]1[CH:5]=[CH:6][CH:7]=[C:2]([NH:1][C:39](=[O:40])[CH2:38][C:32]3[CH:37]=[CH:36][CH:35]=[CH:34][CH:33]=3)[CH:3]=1)[C:17]([CH3:18])([CH3:19])[CH2:16]2)=[O:22]. (3) Given the reactants [CH3:1][O:2][C:3](=[O:17])[C@@H:4]1[CH2:8][C@H:7]([OH:9])[CH2:6][N:5]1[C:10]([O:12][C:13]([CH3:16])([CH3:15])[CH3:14])=[O:11].[N+:18]([C:21]1[CH:22]=[C:23]([S:27](Cl)(=[O:29])=[O:28])[CH:24]=[CH:25][CH:26]=1)([O-:20])=[O:19].CCN(CC)CC.C(OC(C)(C)C)=O, predict the reaction product. The product is: [CH3:1][O:2][C:3]([C@@H:4]1[CH2:8][C@H:7]([O:9][S:27]([C:23]2[CH:24]=[CH:25][CH:26]=[C:21]([N+:18]([O-:20])=[O:19])[CH:22]=2)(=[O:28])=[O:29])[CH2:6][N:5]1[C:10]([O:12][C:13]([CH3:14])([CH3:16])[CH3:15])=[O:11])=[O:17]. (4) Given the reactants [CH3:1][C:2]1[CH:23]=[CH:22][C:5]([C:6]([NH:8][CH:9]([NH:11]C(=O)OCC2C=CC=CC=2)[CH3:10])=[O:7])=[CH:4][CH:3]=1.[ClH:24].[H][H], predict the reaction product. The product is: [ClH:24].[NH2:11][CH:9]([NH:8][C:6](=[O:7])[C:5]1[CH:22]=[CH:23][C:2]([CH3:1])=[CH:3][CH:4]=1)[CH3:10].